This data is from NCI-60 drug combinations with 297,098 pairs across 59 cell lines. The task is: Regression. Given two drug SMILES strings and cell line genomic features, predict the synergy score measuring deviation from expected non-interaction effect. (1) Drug 1: CC1C(C(CC(O1)OC2CC(CC3=C2C(=C4C(=C3O)C(=O)C5=C(C4=O)C(=CC=C5)OC)O)(C(=O)CO)O)N)O.Cl. Drug 2: C1CCN(CC1)CCOC2=CC=C(C=C2)C(=O)C3=C(SC4=C3C=CC(=C4)O)C5=CC=C(C=C5)O. Cell line: K-562. Synergy scores: CSS=3.09, Synergy_ZIP=2.68, Synergy_Bliss=8.24, Synergy_Loewe=2.49, Synergy_HSA=1.81. (2) Drug 1: CC(CN1CC(=O)NC(=O)C1)N2CC(=O)NC(=O)C2. Drug 2: CC1OCC2C(O1)C(C(C(O2)OC3C4COC(=O)C4C(C5=CC6=C(C=C35)OCO6)C7=CC(=C(C(=C7)OC)O)OC)O)O. Cell line: T-47D. Synergy scores: CSS=42.8, Synergy_ZIP=6.47, Synergy_Bliss=7.07, Synergy_Loewe=-2.33, Synergy_HSA=9.07. (3) Drug 1: C1=C(C(=O)NC(=O)N1)N(CCCl)CCCl. Drug 2: N.N.Cl[Pt+2]Cl. Cell line: MCF7. Synergy scores: CSS=10.2, Synergy_ZIP=-3.91, Synergy_Bliss=-2.25, Synergy_Loewe=-11.6, Synergy_HSA=-6.07. (4) Drug 1: CC1=C(C=C(C=C1)C(=O)NC2=CC(=CC(=C2)C(F)(F)F)N3C=C(N=C3)C)NC4=NC=CC(=N4)C5=CN=CC=C5. Drug 2: CC(C)CN1C=NC2=C1C3=CC=CC=C3N=C2N. Cell line: NCI-H322M. Synergy scores: CSS=-1.33, Synergy_ZIP=0.983, Synergy_Bliss=1.62, Synergy_Loewe=0.271, Synergy_HSA=-0.204. (5) Drug 1: CC1C(C(CC(O1)OC2CC(CC3=C2C(=C4C(=C3O)C(=O)C5=C(C4=O)C(=CC=C5)OC)O)(C(=O)C)O)N)O.Cl. Drug 2: C(CN)CNCCSP(=O)(O)O. Cell line: MCF7. Synergy scores: CSS=23.4, Synergy_ZIP=0.192, Synergy_Bliss=3.18, Synergy_Loewe=-34.1, Synergy_HSA=0.206. (6) Drug 1: C1=CC(=CC=C1C#N)C(C2=CC=C(C=C2)C#N)N3C=NC=N3. Drug 2: C1=CC=C(C(=C1)C(C2=CC=C(C=C2)Cl)C(Cl)Cl)Cl. Cell line: UACC62. Synergy scores: CSS=0.772, Synergy_ZIP=0.107, Synergy_Bliss=0.434, Synergy_Loewe=0.0750, Synergy_HSA=-0.910. (7) Drug 1: C1=CN(C(=O)N=C1N)C2C(C(C(O2)CO)O)O.Cl. Drug 2: C1=NC2=C(N1)C(=S)N=CN2. Cell line: KM12. Synergy scores: CSS=52.0, Synergy_ZIP=-8.61, Synergy_Bliss=-0.142, Synergy_Loewe=3.75, Synergy_HSA=5.47. (8) Drug 1: CC12CCC3C(C1CCC2=O)CC(=C)C4=CC(=O)C=CC34C. Drug 2: C1=NC2=C(N=C(N=C2N1C3C(C(C(O3)CO)O)O)F)N. Cell line: OVCAR3. Synergy scores: CSS=30.7, Synergy_ZIP=0.733, Synergy_Bliss=1.27, Synergy_Loewe=-0.102, Synergy_HSA=0.720.